This data is from Reaction yield outcomes from USPTO patents with 853,638 reactions. The task is: Predict the reaction yield, written as a fraction of the theoretical maximum amount of product (1.0 means a 100% yield; for example, 0.34 means a 34% yield). (1) The reactants are BrB(Br)Br.[F:5][C:6]1[CH:7]=[C:8]([C:15]2([C:18]([O:20][CH3:21])=[O:19])[CH2:17][CH2:16]2)[CH:9]=[C:10]([F:14])[C:11]=1[O:12]C.CO. The catalyst is ClCCl. The product is [F:5][C:6]1[CH:7]=[C:8]([C:15]2([C:18]([O:20][CH3:21])=[O:19])[CH2:16][CH2:17]2)[CH:9]=[C:10]([F:14])[C:11]=1[OH:12]. The yield is 0.491. (2) The reactants are C(OC([N:8]1[CH2:12][CH2:11][CH2:10][CH:9]1[C:13](=[O:35])[NH:14][C:15]1[CH:20]=[CH:19][C:18]([C:21]2[CH:26]=[CH:25][CH:24]=[CH:23][C:22]=2[S:27](=[O:34])(=[O:33])[NH:28][C:29]([CH3:32])([CH3:31])[CH3:30])=[CH:17][N:16]=1)=O)(C)(C)C.FC(F)(F)C(O)=O. The catalyst is C(Cl)Cl.C(Cl)(Cl)Cl. The product is [C:29]([NH:28][S:27]([C:22]1[CH:23]=[CH:24][CH:25]=[CH:26][C:21]=1[C:18]1[CH:19]=[CH:20][C:15]([NH:14][C:13]([CH:9]2[CH2:10][CH2:11][CH2:12][NH:8]2)=[O:35])=[N:16][CH:17]=1)(=[O:34])=[O:33])([CH3:32])([CH3:30])[CH3:31]. The yield is 1.00. (3) The reactants are [Br:1][C:2]1[CH:7]=[CH:6][C:5]([C:8]([C:10]2[CH:15]=[CH:14][C:13]([OH:16])=[CH:12][CH:11]=2)=O)=[C:4]([F:17])[CH:3]=1.[C:18]1(=O)[CH2:23][CH2:22][CH2:21][CH2:20][CH2:19]1. The catalyst is C1COCC1.Cl[Ti](Cl)(Cl)Cl.[Zn]. The product is [Br:1][C:2]1[CH:7]=[CH:6][C:5]([C:8](=[C:18]2[CH2:23][CH2:22][CH2:21][CH2:20][CH2:19]2)[C:10]2[CH:15]=[CH:14][C:13]([OH:16])=[CH:12][CH:11]=2)=[C:4]([F:17])[CH:3]=1. The yield is 0.720.